This data is from Forward reaction prediction with 1.9M reactions from USPTO patents (1976-2016). The task is: Predict the product of the given reaction. Given the reactants [O:1]=[C:2]1[C:7]([C:14]2[CH:19]=[CH:18][CH:17]=[CH:16][CH:15]=2)([C:8]2[CH:13]=[CH:12][CH:11]=[CH:10][CH:9]=2)[CH2:6][CH2:5][CH2:4][N:3]1[CH2:20][C:21]([OH:23])=O.[CH3:24][C:25]1([CH3:32])[NH:30][CH2:29][CH2:28][NH:27][C:26]1=[O:31].F[P-](F)(F)(F)(F)F.N1(OC(N(C)C)=[N+](C)C)C2N=CC=CC=2N=N1.C(N(C(C)C)CC)(C)C, predict the reaction product. The product is: [CH3:24][C:25]1([CH3:32])[N:30]([C:21](=[O:23])[CH2:20][N:3]2[CH2:4][CH2:5][CH2:6][C:7]([C:14]3[CH:15]=[CH:16][CH:17]=[CH:18][CH:19]=3)([C:8]3[CH:13]=[CH:12][CH:11]=[CH:10][CH:9]=3)[C:2]2=[O:1])[CH2:29][CH2:28][NH:27][C:26]1=[O:31].